Dataset: Full USPTO retrosynthesis dataset with 1.9M reactions from patents (1976-2016). Task: Predict the reactants needed to synthesize the given product. (1) Given the product [Cl:9][C:4]1[N:3]=[C:2]([NH2:1])[C:7]([Cl:10])=[C:6]([Cl:8])[N:5]=1, predict the reactants needed to synthesize it. The reactants are: [NH2:1][C:2]1[CH:7]=[C:6]([Cl:8])[N:5]=[C:4]([Cl:9])[N:3]=1.[Cl:10]N1C(=O)CCC1=O.O. (2) Given the product [CH3:1][C:2]1[CH:7]=[CH:6][C:5]([OH:8])=[C:4]([CH:9]([C:11]2[CH:16]=[CH:15][CH:14]=[CH:13][CH:12]=2)[CH2:10][CH2:24][N:17]2[CH2:22][CH2:21][O:20][CH2:19][CH2:18]2)[CH:3]=1, predict the reactants needed to synthesize it. The reactants are: [CH3:1][C:2]1[CH:7]=[CH:6][C:5]([OH:8])=[C:4]([C:9]([C:11]2[CH:16]=[CH:15][CH:14]=[CH:13][CH:12]=2)=[CH2:10])[CH:3]=1.[NH:17]1[CH2:22][CH2:21][O:20][CH2:19][CH2:18]1.O1CCOC[CH2:24]1. (3) Given the product [C:18]([CH2:20][CH2:21][NH:22][C:15]([C:5]1[C:4]([N+:1]([O-:3])=[O:2])=[CH:8][N:7]([CH:9]2[CH2:14][CH2:13][CH2:12][CH2:11][O:10]2)[N:6]=1)=[O:17])#[N:19], predict the reactants needed to synthesize it. The reactants are: [N+:1]([C:4]1[C:5]([C:15]([OH:17])=O)=[N:6][N:7]([CH:9]2[CH2:14][CH2:13][CH2:12][CH2:11][O:10]2)[CH:8]=1)([O-:3])=[O:2].[C:18]([CH2:20][CH2:21][NH2:22])#[N:19].CCN=C=NCCCN(C)C.C1C=CC2N(O)N=NC=2C=1. (4) The reactants are: Cl[CH2:2][C:3]1[N:4]=[C:5]2[S:12][CH:11]=[C:10]([CH3:13])[N:6]2[C:7](=[O:9])[CH:8]=1.ClCC1N(C)N=C(C)N=1.[CH:23]1([C:28]2([CH2:36][CH2:37][C:38]3[CH:43]=[CH:42][C:41]([O:44][CH3:45])=[CH:40][CH:39]=3)[O:33][C:32](=[O:34])[CH2:31][C:30](=[O:35])[CH2:29]2)[CH2:27][CH2:26][CH2:25][CH2:24]1. Given the product [CH:23]1([C:28]2([CH2:36][CH2:37][C:38]3[CH:43]=[CH:42][C:41]([O:44][CH3:45])=[CH:40][CH:39]=3)[O:33][C:32](=[O:34])[C:31]([CH2:2][C:3]3[N:4]=[C:5]4[S:12][CH:11]=[C:10]([CH3:13])[N:6]4[C:7](=[O:9])[CH:8]=3)=[C:30]([OH:35])[CH2:29]2)[CH2:27][CH2:26][CH2:25][CH2:24]1, predict the reactants needed to synthesize it. (5) Given the product [CH3:1][N:2]1[CH2:8][CH2:7][CH2:6][C:5]2[CH:10]=[CH:11][C:12]([C:14]3[N:15]=[N:16][CH:17]=[CH:18][CH:19]=3)=[CH:13][C:4]=2[CH2:3]1, predict the reactants needed to synthesize it. The reactants are: [CH3:1][N:2]1[CH2:8][CH2:7][CH:6](O)[C:5]2[CH:10]=[CH:11][C:12]([C:14]3[N:15]=[N:16][CH:17]=[CH:18][CH:19]=3)=[CH:13][C:4]=2[CH2:3]1.FC1C=CC(O)=CC=1. (6) The reactants are: [CH3:1][N:2]1[CH:6]=[CH:5][CH:4]=[C:3]1[C:7]([OH:9])=O.C(C1NC=CN=1)(C1NC=CN=1)=O.C(N(CC)CC)C.Cl.[NH2:30][CH2:31][C:32]1[CH:40]=[CH:39][CH:38]=[C:37]2[C:33]=1[C:34](=[O:50])[N:35]([CH:42]1[CH2:47][CH2:46][C:45](=[O:48])[NH:44][C:43]1=[O:49])[C:36]2=[O:41]. Given the product [O:49]=[C:43]1[CH:42]([N:35]2[C:34](=[O:50])[C:33]3[C:37](=[CH:38][CH:39]=[CH:40][C:32]=3[CH2:31][NH:30][C:7]([C:3]3[N:2]([CH3:1])[CH:6]=[CH:5][CH:4]=3)=[O:9])[C:36]2=[O:41])[CH2:47][CH2:46][C:45](=[O:48])[NH:44]1, predict the reactants needed to synthesize it. (7) The reactants are: [CH3:1][C:2]1[CH:3]=[C:4]([CH:9]=[CH:10][C:11]=1[CH2:12]OS(C)(=O)=O)[C:5]([O:7][CH3:8])=[O:6].C([O-])([O-])=O.[K+].[K+].[CH2:24]([N:26]1[CH2:31][CH2:30][NH:29][CH2:28][CH2:27]1)[CH3:25]. Given the product [CH2:24]([N:26]1[CH2:31][CH2:30][N:29]([CH2:12][C:11]2[CH:10]=[CH:9][C:4]([C:5]([O:7][CH3:8])=[O:6])=[CH:3][C:2]=2[CH3:1])[CH2:28][CH2:27]1)[CH3:25], predict the reactants needed to synthesize it. (8) The reactants are: [N:1]1([C:8]2[CH:9]=[CH:10][C:11]3[N:12]([C:14]([C:17]([F:20])([F:19])[F:18])=[N:15][N:16]=3)[N:13]=2)[CH2:7][CH2:6][CH2:5][NH:4][CH2:3][CH2:2]1.[CH3:21][O:22][C:23]1[CH:30]=[CH:29][CH:28]=[CH:27][C:24]=1[CH:25]=O. Given the product [CH3:21][O:22][C:23]1[CH:30]=[CH:29][CH:28]=[CH:27][C:24]=1[CH2:25][N:4]1[CH2:5][CH2:6][CH2:7][N:1]([C:8]2[CH:9]=[CH:10][C:11]3[N:12]([C:14]([C:17]([F:18])([F:19])[F:20])=[N:15][N:16]=3)[N:13]=2)[CH2:2][CH2:3]1, predict the reactants needed to synthesize it. (9) Given the product [BrH:13].[CH3:3][C:4]1([CH3:8])[CH2:5][CH2:6][NH:7][C:14]([NH2:15])=[N:9]1, predict the reactants needed to synthesize it. The reactants are: Br.Br.[CH3:3][C:4]([NH2:9])([CH3:8])[CH2:5][CH2:6][NH2:7].C[O-].[Na+].[Br:13][C:14]#[N:15].